Binary Classification. Given a drug SMILES string, predict its activity (active/inactive) in a high-throughput screening assay against a specified biological target. From a dataset of Cav3 T-type calcium channel HTS with 100,875 compounds. (1) The drug is O1CCN(c2nc(c3c(CCCC3)c2C#N)c2occc2)CC1. The result is 0 (inactive). (2) The drug is Clc1c(nn(c1)C)C(=O)Nc1sc2c(n1)cccc2. The result is 0 (inactive). (3) The drug is FC(F)(C(=O)N1CCN(CC1)c1ccccc1)C(F)(F)F. The result is 0 (inactive). (4) The drug is Clc1cc(c(OCC)cc1)/C=N\O. The result is 0 (inactive). (5) The result is 0 (inactive). The compound is O=C(N1CCN(CC1)C(=O)c1ccncc1)c1c2c(ccc1)cccc2. (6) The drug is Clc1c(OCC(=O)NNC(=O)C2OCCC2)cccc1. The result is 0 (inactive). (7) The molecule is Fc1ccc(C2=NOC(C2)C(=O)Nc2c(CC)cccc2)cc1. The result is 0 (inactive). (8) The result is 0 (inactive). The molecule is S(c1ccc(c2nn(nn2)CC(=O)NC(Cc2ccccc2)C(OCC)=O)cc1)C. (9) The molecule is O=C(NC1CCCCC1)Nc1cc(CC)ccc1. The result is 0 (inactive).